From a dataset of Reaction yield outcomes from USPTO patents with 853,638 reactions. Predict the reaction yield, written as a fraction of the theoretical maximum amount of product (1.0 means a 100% yield; for example, 0.34 means a 34% yield). (1) The reactants are [CH:1]1([O:4][C:5]2[CH:6]=[C:7]([CH:10]=[CH:11][C:12]=2[OH:13])[CH:8]=[O:9])[CH2:3][CH2:2]1.I[CH2:15][CH2:16][CH2:17][CH2:18][CH2:19][CH2:20][CH2:21][CH2:22][CH3:23].C([O-])([O-])=O.[Cs+].[Cs+]. The catalyst is C(#N)C. The product is [CH:1]1([O:4][C:5]2[CH:6]=[C:7]([CH:10]=[CH:11][C:12]=2[O:13][CH2:15][CH2:16][CH2:17][CH2:18][CH2:19][CH2:20][CH2:21][CH2:22][CH3:23])[CH:8]=[O:9])[CH2:2][CH2:3]1. The yield is 0.950. (2) The reactants are Br[CH2:2][CH2:3][N:4]1[C:8](=[O:9])[C:7]2=[CH:10][CH:11]=[CH:12][CH:13]=[C:6]2[C:5]1=[O:14].C(=O)([O-])[O-].[K+].[K+].[CH:21]1([N:27]2[CH2:32][CH2:31][NH:30][CH2:29][CH2:28]2)[CH2:26][CH2:25][CH2:24][CH2:23][CH2:22]1. The catalyst is CN(C=O)C. The product is [CH:21]1([N:27]2[CH2:32][CH2:31][N:30]([CH2:2][CH2:3][N:4]3[C:8](=[O:9])[C:7]4[C:6](=[CH:13][CH:12]=[CH:11][CH:10]=4)[C:5]3=[O:14])[CH2:29][CH2:28]2)[CH2:26][CH2:25][CH2:24][CH2:23][CH2:22]1. The yield is 0.820. (3) The reactants are Cl[C:2]1[C:3]2[C:7]([CH:8]=[CH:9][CH:10]=1)=[N:6][N:5]1[C:11]([CH:16]3[CH2:21][CH2:20][N:19]([C:22]([O:24][C:25]([CH3:28])([CH3:27])[CH3:26])=[O:23])[CH2:18][CH2:17]3)=[CH:12][C:13](=[O:15])[NH:14][C:4]=21.[CH:29]1(P([CH:29]2[CH2:34]CC[CH2:31][CH2:30]2)C2C=CC=CC=2C2C(N(C)C)=CC=CC=2N(C)C)[CH2:34]CC[CH2:31][CH2:30]1.[Cl-].[Li+].[Br-].C([Zn+])(C)C. The catalyst is O1CCCC1. The product is [CH:29]([C:2]1[C:3]2[C:7]([CH:8]=[CH:9][CH:10]=1)=[N:6][N:5]1[C:11]([CH:16]3[CH2:17][CH2:18][N:19]([C:22]([O:24][C:25]([CH3:28])([CH3:26])[CH3:27])=[O:23])[CH2:20][CH2:21]3)=[CH:12][C:13](=[O:15])[NH:14][C:4]=21)([CH2:30][CH3:31])[CH3:34]. The yield is 0.240. (4) The reactants are C[O:2][C:3]1[CH:4]=[CH:5][C:6]2[C:10]([O:11][C:12]3[CH:17]=[CH:16][C:15](/[CH:18]=[CH:19]/[C:20]([O:22]C(C)(C)C)=[O:21])=[CH:14][CH:13]=3)=[C:9]([C:27]3[CH:32]=[CH:31][C:30]([C:33]([F:36])([F:35])[F:34])=[CH:29][CH:28]=3)[S:8][C:7]=2[CH:37]=1.B(Br)(Br)Br. The catalyst is C(Cl)Cl. The product is [OH:2][C:3]1[CH:4]=[CH:5][C:6]2[C:10]([O:11][C:12]3[CH:17]=[CH:16][C:15](/[CH:18]=[CH:19]/[C:20]([OH:22])=[O:21])=[CH:14][CH:13]=3)=[C:9]([C:27]3[CH:32]=[CH:31][C:30]([C:33]([F:36])([F:34])[F:35])=[CH:29][CH:28]=3)[S:8][C:7]=2[CH:37]=1. The yield is 0.660. (5) The reactants are ClC1C=C(Cl)C=C(Cl)C=1[O:10][C:11](=O)[CH2:12][C:13](OC1C(Cl)=CC(Cl)=CC=1Cl)=[O:14].[CH2:26]([O:28][C:29](=[O:34])/[CH:30]=[C:31](\[NH2:33])/[CH3:32])[CH3:27].BrC1C=CC=CC=1. The catalyst is C(OCC)(=O)C. The product is [CH2:26]([O:28][C:29](=[O:34])[C:30]1[C:11]([OH:10])=[CH:12][C:13]([OH:14])=[N:33][C:31]=1[CH3:32])[CH3:27]. The yield is 1.00. (6) The reactants are [NH2:1][S:2]([C:5]1[CH:10]=[CH:9][C:8]([CH:11]([CH2:19][CH3:20])[C:12]([O:14][C:15]([CH3:18])([CH3:17])[CH3:16])=[O:13])=[CH:7][CH:6]=1)(=[O:4])=[O:3].[Cl:21][C:22]1[CH:23]=[C:24]([NH:32][C:33](OC2C=CC=CC=2)=[O:34])[C:25](=[CH:30][CH:31]=1)[C:26]([O:28][CH3:29])=[O:27]. No catalyst specified. The product is [C:15]([O:14][C:12]([CH:11]([C:8]1[CH:7]=[CH:6][C:5]([S:2]([NH:1][C:33]([NH:32][C:24]2[CH:23]=[C:22]([Cl:21])[CH:31]=[CH:30][C:25]=2[C:26]([O:28][CH3:29])=[O:27])=[O:34])(=[O:3])=[O:4])=[CH:10][CH:9]=1)[CH2:19][CH3:20])=[O:13])([CH3:16])([CH3:18])[CH3:17]. The yield is 0.840. (7) The reactants are [C:1]1([C:7]([C:15]2[CH:20]=[CH:19][CH:18]=[CH:17][CH:16]=2)([CH:9]2[CH2:14][CH2:13][NH:12][CH2:11][CH2:10]2)[OH:8])[CH:6]=[CH:5][CH:4]=[CH:3][CH:2]=1.CC1C=CC(S(O[CH2:32][CH2:33][C:34]2[CH:35]=[N:36][C:37]([C:40]([CH3:43])([CH3:42])[CH3:41])=[CH:38][CH:39]=2)(=O)=O)=CC=1.C(#N)C. The catalyst is C([O-])(O)=O.[Na+]. The product is [C:40]([C:37]1[N:36]=[CH:35][C:34]([CH2:33][CH2:32][N:12]2[CH2:13][CH2:14][CH:9]([C:7]([C:15]3[CH:20]=[CH:19][CH:18]=[CH:17][CH:16]=3)([C:1]3[CH:2]=[CH:3][CH:4]=[CH:5][CH:6]=3)[OH:8])[CH2:10][CH2:11]2)=[CH:39][CH:38]=1)([CH3:43])([CH3:42])[CH3:41]. The yield is 0.920.